This data is from Forward reaction prediction with 1.9M reactions from USPTO patents (1976-2016). The task is: Predict the product of the given reaction. Given the reactants [CH3:1][O:2][C:3]1[CH:4]=[C:5]([NH:13][C:14]2[N:15]=[N:16][C:17]([CH:20]([NH:22][C:23](=O)[C:24]3[CH:29]=[CH:28][CH:27]=[CH:26][CH:25]=3)[CH3:21])=[CH:18][N:19]=2)[CH:6]=[C:7]([O:11][CH3:12])[C:8]=1[O:9][CH3:10].P(Cl)(Cl)(Cl)=O, predict the reaction product. The product is: [CH3:21][C:20]1[N:22]=[C:23]([C:24]2[CH:29]=[CH:28][CH:27]=[CH:26][CH:25]=2)[N:16]2[C:17]=1[CH:18]=[N:19][C:14]([NH:13][C:5]1[CH:4]=[C:3]([O:2][CH3:1])[C:8]([O:9][CH3:10])=[C:7]([O:11][CH3:12])[CH:6]=1)=[N:15]2.